This data is from Full USPTO retrosynthesis dataset with 1.9M reactions from patents (1976-2016). The task is: Predict the reactants needed to synthesize the given product. (1) Given the product [CH2:1]([O:8][C:9]1[C:14](=[O:15])[N:13]2[CH:16]=[C:17]([N:20]3[CH2:21][CH2:22][O:23][CH2:24][CH2:25]3)[CH:18]=[CH:19][C:12]2=[N:11][C:10]=1[C:26]([NH:28][O:29][C:38](=[O:39])[CH2:37][C:34]1[CH:35]=[CH:36][C:31]([F:30])=[CH:32][CH:33]=1)=[NH:27])[C:2]1[CH:7]=[CH:6][CH:5]=[CH:4][CH:3]=1, predict the reactants needed to synthesize it. The reactants are: [CH2:1]([O:8][C:9]1[C:14](=[O:15])[N:13]2[CH:16]=[C:17]([N:20]3[CH2:25][CH2:24][O:23][CH2:22][CH2:21]3)[CH:18]=[CH:19][C:12]2=[N:11][C:10]=1[C:26]([NH:28][OH:29])=[NH:27])[C:2]1[CH:7]=[CH:6][CH:5]=[CH:4][CH:3]=1.[F:30][C:31]1[CH:36]=[CH:35][C:34]([CH2:37][C:38](Cl)=[O:39])=[CH:33][CH:32]=1.O. (2) Given the product [CH:35]1([CH2:38][N:39]2[CH2:40][CH2:41][N:42]([C:45]3[CH:46]=[CH:47][C:48]([CH2:51][CH2:52][C:53]4[CH:58]=[C:57]([C:59]5[CH:60]=[CH:61][N:62]=[CH:63][CH:64]=5)[CH:56]=[C:55]([F:65])[CH:54]=4)=[CH:49][CH:50]=3)[CH2:43][CH2:44]2)[CH2:37][CH2:36]1, predict the reactants needed to synthesize it. The reactants are: FC1C=C(C=C(C2C=CN=CC=2)C=1)CCC1C=CC(N2CCN(S(C(F)(F)F)(=O)=O)CC2)=CC=1.[CH:35]1([CH2:38][N:39]2[CH2:44][CH2:43][N:42]([C:45]3[CH:50]=[CH:49][C:48](/[CH:51]=[CH:52]/[C:53]4[CH:58]=[C:57]([C:59]5[CH:64]=[CH:63][N:62]=[CH:61][CH:60]=5)[CH:56]=[C:55]([F:65])[CH:54]=4)=[CH:47][CH:46]=3)[CH2:41][CH2:40]2)[CH2:37][CH2:36]1.